Dataset: Forward reaction prediction with 1.9M reactions from USPTO patents (1976-2016). Task: Predict the product of the given reaction. Given the reactants C(N(CC)C(C)C)(C)C.Cl.[NH2:11][CH:12]([C:38]1[CH:43]=[CH:42][CH:41]=[C:40]([C:44]([F:47])([F:46])[F:45])[CH:39]=1)[CH2:13][NH:14][C:15](=[O:37])[CH2:16][N:17]1[C:21](=[O:22])[N:20]([CH2:23][C@H:24]([OH:29])[C:25]([F:28])([F:27])[F:26])[C:19]([C:30]2[CH:35]=[CH:34][C:33]([Cl:36])=[CH:32][CH:31]=2)=[N:18]1.[C:48](OC(=O)C)(=[O:50])[CH3:49], predict the reaction product. The product is: [C:48]([NH:11][CH:12]([C:38]1[CH:43]=[CH:42][CH:41]=[C:40]([C:44]([F:47])([F:46])[F:45])[CH:39]=1)[CH2:13][NH:14][C:15](=[O:37])[CH2:16][N:17]1[C:21](=[O:22])[N:20]([CH2:23][C@H:24]([OH:29])[C:25]([F:28])([F:27])[F:26])[C:19]([C:30]2[CH:31]=[CH:32][C:33]([Cl:36])=[CH:34][CH:35]=2)=[N:18]1)(=[O:50])[CH3:49].